From a dataset of Forward reaction prediction with 1.9M reactions from USPTO patents (1976-2016). Predict the product of the given reaction. (1) Given the reactants [N:1]1[C:9]2[C:4](=[N:5][CH:6]=[CH:7][CH:8]=2)[N:3]([CH2:10][C:11]([OH:13])=O)[CH:2]=1.CN1CCOCC1.O.ON1C2C=CC=CC=2N=N1.C(Cl)CCl.[C:36]([C:40]1[CH:41]=[C:42]([C:50]2[N:55]=[C:54]([N:56]3[CH2:61][CH2:60][NH:59][CH2:58][CH2:57]3)[CH:53]=[CH:52][CH:51]=2)[CH:43]=[C:44]([C:46]([CH3:49])([CH3:48])[CH3:47])[CH:45]=1)([CH3:39])([CH3:38])[CH3:37], predict the reaction product. The product is: [C:46]([C:44]1[CH:43]=[C:42]([C:50]2[N:55]=[C:54]([N:56]3[CH2:57][CH2:58][N:59]([C:11](=[O:13])[CH2:10][N:3]4[C:4]5=[N:5][CH:6]=[CH:7][CH:8]=[C:9]5[N:1]=[CH:2]4)[CH2:60][CH2:61]3)[CH:53]=[CH:52][CH:51]=2)[CH:41]=[C:40]([C:36]([CH3:39])([CH3:38])[CH3:37])[CH:45]=1)([CH3:47])([CH3:48])[CH3:49]. (2) Given the reactants C([O:3][C:4](=[O:43])[C@@H:5]([NH:13][C:14](=[O:42])[CH2:15][CH:16]1[CH2:21][CH2:20][N:19]([C:22]2[CH:27]=[C:26]([CH3:28])[N:25]=[C:24]3[N:29]([C:33]4[C:38]([CH3:39])=[CH:37][C:36]([Br:40])=[CH:35][C:34]=4[CH3:41])[CH:30]=[C:31]([CH3:32])[C:23]=23)[CH2:18][CH2:17]1)[CH2:6][C:7]1[CH:12]=[CH:11][CH:10]=[CH:9][CH:8]=1)C.[OH-].[Na+].OS([O-])(=O)=O.[K+], predict the reaction product. The product is: [Br:40][C:36]1[CH:37]=[C:38]([CH3:39])[C:33]([N:29]2[C:24]3=[N:25][C:26]([CH3:28])=[CH:27][C:22]([N:19]4[CH2:20][CH2:21][CH:16]([CH2:15][C:14]([NH:13][C@@H:5]([CH2:6][C:7]5[CH:8]=[CH:9][CH:10]=[CH:11][CH:12]=5)[C:4]([OH:43])=[O:3])=[O:42])[CH2:17][CH2:18]4)=[C:23]3[C:31]([CH3:32])=[CH:30]2)=[C:34]([CH3:41])[CH:35]=1. (3) The product is: [CH2:1]([C:4]1[C:12]([N:13]([CH2:20][CH3:21])[CH:14]2[CH2:19][CH2:18][O:17][CH2:16][CH2:15]2)=[CH:11][CH:10]=[CH:9][C:5]=1[C:6]([NH:31][CH2:30][C:29]1[C:24]([O:23][CH3:22])=[N:25][C:26]([CH3:37])=[CH:27][C:28]=1[CH2:32][CH2:33][CH2:34][CH:35]=[CH2:36])=[O:8])[CH:2]=[CH2:3]. Given the reactants [CH2:1]([C:4]1[C:12]([N:13]([CH2:20][CH3:21])[CH:14]2[CH2:19][CH2:18][O:17][CH2:16][CH2:15]2)=[CH:11][CH:10]=[CH:9][C:5]=1[C:6]([OH:8])=O)[CH:2]=[CH2:3].[CH3:22][O:23][C:24]1[C:29]([CH2:30][NH2:31])=[C:28]([CH2:32][CH2:33][CH2:34][CH:35]=[CH2:36])[CH:27]=[C:26]([CH3:37])[N:25]=1.C(Cl)CCl.C1C=NC2N(O)N=NC=2C=1.CN1CCOCC1, predict the reaction product. (4) Given the reactants [C:1]([CH:3]([C:17]1[CH:22]=[CH:21][C:20]([F:23])=[C:19]([F:24])[CH:18]=1)[CH:4]([C:10]1[CH:11]=[N:12][CH:13]=[C:14]([F:16])[CH:15]=1)[CH2:5][C:6]([O:8][CH3:9])=[O:7])#[N:2], predict the reaction product. The product is: [C:1]([C@H:3]([C:17]1[CH:22]=[CH:21][C:20]([F:23])=[C:19]([F:24])[CH:18]=1)[C@@H:4]([C:10]1[CH:11]=[N:12][CH:13]=[C:14]([F:16])[CH:15]=1)[CH2:5][C:6]([O:8][CH3:9])=[O:7])#[N:2].